From a dataset of Full USPTO retrosynthesis dataset with 1.9M reactions from patents (1976-2016). Predict the reactants needed to synthesize the given product. (1) Given the product [OH:39][C:26]1([C:24]2[N:1]([CH:4]3[CH2:23][N:8]4[C:9]5[C:14]([C:15]([CH2:16][C:17]([OH:19])=[O:18])=[C:7]4[CH2:6][CH2:5]3)=[CH:13][CH:12]=[CH:11][CH:10]=5)[N:2]=[N:3][CH:25]=2)[C:38]2[CH:37]=[CH:36][CH:35]=[CH:34][C:33]=2[C:32]2[C:27]1=[CH:28][CH:29]=[CH:30][CH:31]=2, predict the reactants needed to synthesize it. The reactants are: [N:1]([CH:4]1[CH2:23][N:8]2[C:9]3[C:14]([C:15]([CH2:16][C:17]([O:19]CCC)=[O:18])=[C:7]2[CH2:6][CH2:5]1)=[CH:13][CH:12]=[CH:11][CH:10]=3)=[N+:2]=[N-:3].[C:24]([C:26]1([OH:39])[C:38]2[CH:37]=[CH:36][CH:35]=[CH:34][C:33]=2[C:32]2[C:27]1=[CH:28][CH:29]=[CH:30][CH:31]=2)#[CH:25]. (2) The reactants are: [Cl:1][C:2]1[CH:3]=[C:4]([NH:8][C:9](=[O:23])[C:10]2[CH:15]=[CH:14][CH:13]=[N:12][C:11]=2[NH:16][C@H:17]2[CH2:22][CH2:21][CH2:20][NH:19][CH2:18]2)[CH:5]=[CH:6][CH:7]=1.ClC1C=C(NC(=O)C2C=CC=NC=2NC2CC(C)(C)NC(C)(C)C2)C=CC=1.[CH2:51](Cl)[C:52]1[CH:57]=[CH:56][CH:55]=[CH:54][CH:53]=1.BrCCO. Given the product [CH2:51]([N:19]1[CH2:20][CH2:21][CH2:22][C@H:17]([NH:16][C:11]2[N:12]=[CH:13][CH:14]=[CH:15][C:10]=2[C:9]([NH:8][C:4]2[CH:5]=[CH:6][CH:7]=[C:2]([Cl:1])[CH:3]=2)=[O:23])[CH2:18]1)[C:52]1[CH:57]=[CH:56][CH:55]=[CH:54][CH:53]=1, predict the reactants needed to synthesize it.